This data is from Full USPTO retrosynthesis dataset with 1.9M reactions from patents (1976-2016). The task is: Predict the reactants needed to synthesize the given product. (1) Given the product [S:1]1[C:5]2[CH:6]=[CH:7][CH:8]=[CH:9][C:4]=2[N:3]=[C:2]1[CH:17]([OH:18])[C:16]([CH3:20])([CH3:19])[CH3:15], predict the reactants needed to synthesize it. The reactants are: [S:1]1[C:5]2[CH:6]=[CH:7][CH:8]=[CH:9][C:4]=2[N:3]=[CH:2]1.C([Li])CCC.[CH3:15][C:16]([CH3:20])([CH3:19])[CH:17]=[O:18].O. (2) Given the product [C:1]([O:9][CH2:10][CH2:11][CH2:12][CH2:13][CH2:14][OH:15])(=[O:8])[C:2]1[CH:7]=[CH:6][CH:5]=[CH:4][CH:3]=1, predict the reactants needed to synthesize it. The reactants are: [C:1]([OH:9])(=[O:8])[C:2]1[CH:7]=[CH:6][CH:5]=[CH:4][CH:3]=1.[CH2:10](O)[CH2:11][CH2:12][CH2:13][CH2:14][OH:15].C1(C)C=CC(S(O)(=O)=O)=CC=1. (3) Given the product [F:1][C:2]1[CH:13]=[CH:12][C:11]([F:14])=[CH:10][C:3]=1[CH2:4][NH:6][CH:7]([CH3:9])[CH3:8], predict the reactants needed to synthesize it. The reactants are: [F:1][C:2]1[CH:13]=[CH:12][C:11]([F:14])=[CH:10][C:3]=1[C:4]([NH:6][CH:7]([CH3:9])[CH3:8])=O.[H-].[Al+3].[Li+].[H-].[H-].[H-].CO.C(Cl)Cl. (4) Given the product [C:9]12([C:4]3[N:5]=[C:6]([Cl:8])[CH:7]=[C:2]([Cl:1])[N:3]=3)[CH2:15][CH:12]([CH2:13][CH2:14]1)[CH2:11][CH2:10]2, predict the reactants needed to synthesize it. The reactants are: [Cl:1][C:2]1[CH:7]=[C:6]([Cl:8])[N:5]=[CH:4][N:3]=1.[C:9]12(C(O)=O)[CH2:15][CH:12]([CH2:13][CH2:14]1)[CH2:11][CH2:10]2.S(OOS([O-])(=O)=O)([O-])(=O)=O.[NH4+].[NH4+].[OH-].[NH4+]. (5) Given the product [CH3:15][Si:16]([CH3:18])([CH3:17])[O:1][C:2]1[CH2:3][CH2:4][N:5]([C:8]([O:10][C:11]([CH3:14])([CH3:13])[CH3:12])=[O:9])[CH2:6][CH:7]=1, predict the reactants needed to synthesize it. The reactants are: [O:1]=[C:2]1[CH2:7][CH2:6][N:5]([C:8]([O:10][C:11]([CH3:14])([CH3:13])[CH3:12])=[O:9])[CH2:4][CH2:3]1.[CH3:15][Si:16](Cl)([CH3:18])[CH3:17].C(N(CC)CC)C.